Predict the reactants needed to synthesize the given product. From a dataset of Retrosynthesis with 50K atom-mapped reactions and 10 reaction types from USPTO. (1) Given the product CC(C)CS(=O)(=O)N1CCC2(CCN(c3ccc(C(C)(O)C(F)(F)F)cc3)C2=O)CC1, predict the reactants needed to synthesize it. The reactants are: CC(C)CS(=O)(=O)N1CCC2(CCNC2=O)CC1.CC(O)(c1ccc(I)cc1)C(F)(F)F. (2) Given the product O=C(c1ccco1)N1N=C(c2ccccc2)Nc2cnccc21, predict the reactants needed to synthesize it. The reactants are: O=C(Cl)c1ccco1.c1ccc(C2=NNc3ccncc3N2)cc1. (3) Given the product COC(=O)c1cncc(OCCN(Cc2ccc(F)cc2)C(=O)OC(C)(C)C)c1, predict the reactants needed to synthesize it. The reactants are: CC(C)(C)OC(=O)N(CCO)Cc1ccc(F)cc1.COC(=O)c1cncc(O)c1.